Dataset: Peptide-MHC class I binding affinity with 185,985 pairs from IEDB/IMGT. Task: Regression. Given a peptide amino acid sequence and an MHC pseudo amino acid sequence, predict their binding affinity value. This is MHC class I binding data. (1) The peptide sequence is PMSRLFMDEI. The MHC is HLA-A02:01 with pseudo-sequence HLA-A02:01. The binding affinity (normalized) is 0.233. (2) The peptide sequence is KELKETLLH. The MHC is HLA-A02:16 with pseudo-sequence HLA-A02:16. The binding affinity (normalized) is 0.0847. (3) The peptide sequence is ISDRATRKY. The MHC is HLA-A11:01 with pseudo-sequence HLA-A11:01. The binding affinity (normalized) is 0.0902.